Dataset: Forward reaction prediction with 1.9M reactions from USPTO patents (1976-2016). Task: Predict the product of the given reaction. Given the reactants [F:1][C:2]1[C:3]([O:29][CH3:30])=[CH:4][C:5]2[CH2:11][CH2:10][CH2:9][C:8]([C:12]3[CH:17]=[CH:16][C:15]([F:18])=[C:14]([O:19][CH3:20])[CH:13]=3)=[C:7]([C:21]#[C:22][CH2:23][CH2:24][CH2:25][CH2:26][OH:27])[C:6]=2[CH:28]=1.[OH-].[K+], predict the reaction product. The product is: [F:1][C:2]1[C:3]([O:29][CH3:30])=[CH:4][C:5]2[CH2:11][CH2:10][CH2:9][C:8]([C:12]3[CH:17]=[CH:16][C:15]([F:18])=[C:14]([O:19][CH3:20])[CH:13]=3)=[C:7]([CH2:21][CH2:22][CH2:23][CH2:24][CH2:25][CH2:26][OH:27])[C:6]=2[CH:28]=1.